From a dataset of Full USPTO retrosynthesis dataset with 1.9M reactions from patents (1976-2016). Predict the reactants needed to synthesize the given product. (1) Given the product [CH3:47][O:46][CH2:45][CH2:44][N:43]([CH2:48][CH2:49][O:50][CH3:51])[CH2:41][CH2:40][O:1][C:2]1[CH:38]=[CH:37][C:5]([CH2:6][CH2:8][CH2:9][CH2:10][NH:11][C:12]2[CH:17]=[C:16]([O:18][CH3:19])[CH:15]=[CH:14][C:13]=2[CH:20]2[CH2:29][CH2:28][C:27]3[CH:26]=[C:25]([OH:30])[CH:24]=[CH:23][C:22]=3[CH2:21]2)=[CH:4][CH:3]=1, predict the reactants needed to synthesize it. The reactants are: [OH:1][C:2]1[CH:38]=[CH:37][C:5]([C:6]([CH2:8][CH2:9][CH2:10][NH:11][C:12]2[CH:17]=[C:16]([O:18][CH3:19])[CH:15]=[CH:14][C:13]=2[CH:20]2[CH2:29][CH2:28][C:27]3[CH:26]=[C:25]([O:30]C(=O)C(C)(C)C)[CH:24]=[CH:23][C:22]=3[CH2:21]2)=O)=[CH:4][CH:3]=1.Cl[CH2:40][C:41]([N:43]([CH2:48][CH2:49][O:50][CH3:51])[CH2:44][CH2:45][O:46][CH3:47])=O. (2) The reactants are: [C:1]([O-])([O-])=O.[K+].[K+].IC.C([O:16][C:17]1[C:25]([CH3:26])=[CH:24][C:20]([C:21]([OH:23])=[O:22])=[CH:19][C:18]=1[CH3:27])C1C=CC=CC=1.Cl. Given the product [OH:16][C:17]1[C:25]([CH3:26])=[CH:24][C:20]([C:21]([O:23][CH3:1])=[O:22])=[CH:19][C:18]=1[CH3:27], predict the reactants needed to synthesize it. (3) Given the product [Br:29][C:30]1[C:31]([CH2:51][C:52]([O:54][CH3:55])=[O:53])=[C:32]([C:44]2[O:45][C:46]([CH:49]=[CH:5][C:1]([O:3][CH3:4])=[O:2])=[CH:47][CH:48]=2)[C:33]([O:40][CH2:41][O:42][CH3:43])=[CH:34][C:35]=1[O:36][CH2:37][O:38][CH3:39], predict the reactants needed to synthesize it. The reactants are: [C:1]([CH:5]=C1CCP(C2C=CC=CC=2)C1(C1C=CC=CC=1)C1C=CC=CC=1)([O:3][CH3:4])=[O:2].[Br:29][C:30]1[C:35]([O:36][CH2:37][O:38][CH3:39])=[CH:34][C:33]([O:40][CH2:41][O:42][CH3:43])=[C:32]([C:44]2[O:45][C:46]([CH:49]=O)=[CH:47][CH:48]=2)[C:31]=1[CH2:51][C:52]([O:54][CH3:55])=[O:53]. (4) Given the product [F:16][C:10]([F:17])([C:2]1[N:7]=[CH:6][C:5]([F:8])=[CH:4][N:3]=1)[C:11]([O:13][CH2:14][CH3:15])=[O:12], predict the reactants needed to synthesize it. The reactants are: Br[C:2]1[N:7]=[CH:6][C:5]([F:8])=[CH:4][N:3]=1.Br[C:10]([F:17])([F:16])[C:11]([O:13][CH2:14][CH3:15])=[O:12]. (5) Given the product [OH:1][C@@H:2]([C@H:4]1[C:25](=[O:26])[N:6]2[C:7]([C:12]([O:14][CH2:15][C:16]3[CH:17]=[CH:18][C:19]([N+:22]([O-:24])=[O:23])=[CH:20][CH:21]=3)=[O:13])=[C:8]([C:42]3[S:41][C:40]4=[C:36]([S:33]([C:30]5[CH:31]=[CH:32][N:27]=[CH:28][CH:29]=5)(=[O:35])=[O:34])[N:37]=[CH:38][N:39]4[CH:43]=3)[C@H:9]([CH3:10])[C@H:5]12)[CH3:3], predict the reactants needed to synthesize it. The reactants are: [OH:1][C@@H:2]([C@H:4]1[C:25](=[O:26])[N:6]2[C@@H:7]([C:12]([O:14][CH2:15][C:16]3[CH:21]=[CH:20][C:19]([N+:22]([O-:24])=[O:23])=[CH:18][CH:17]=3)=[O:13])[C:8](=O)[C@H:9]([CH3:10])[C@H:5]12)[CH3:3].[N:27]1[CH:32]=[CH:31][C:30]([S:33]([C:36]2[N:37]=[CH:38][N:39]3[CH:43]=[C:42]([Sn](CCCC)(CCCC)CCCC)[S:41][C:40]=23)(=[O:35])=[O:34])=[CH:29][CH:28]=1.